Dataset: Forward reaction prediction with 1.9M reactions from USPTO patents (1976-2016). Task: Predict the product of the given reaction. (1) The product is: [CH3:1][S:2]([C:5]1[CH:10]=[CH:9][N:8]=[C:7]([CH2:11][S@:12]([C:15]2[NH:16][C:17]3[CH:23]=[CH:22][CH:21]=[CH:20][C:18]=3[N:19]=2)=[O:13])[C:6]=1[CH3:24])(=[O:3])=[O:4]. Given the reactants [CH3:1][S:2]([C:5]1[CH:10]=[CH:9][N:8]=[C:7]([CH2:11][S:12]([C:15]2[NH:19][C:18]3[CH:20]=[CH:21][CH:22]=[CH:23][C:17]=3[N:16]=2)(=O)=[O:13])[C:6]=1[CH3:24])(=[O:4])=[O:3].C([C@@](C([O-])=O)(O)[C@@](CC)(O)C([O-])=O)C.C(N(C(C)C)CC)(C)C.[O-]O.C1(C(C)C)C=CC=CC=1.N, predict the reaction product. (2) Given the reactants [F:1][C:2]([F:14])([F:13])[C:3]1[CH:12]=[C:11]2[C:6]([CH2:7][CH2:8][NH:9][CH2:10]2)=[CH:5][CH:4]=1.[C:15]([O:19][C:20]([NH:22][C@@H:23]1[CH2:27][CH2:26][C@:25]([CH:31]([CH3:33])[CH3:32])([C:28](O)=[O:29])[CH2:24]1)=[O:21])([CH3:18])([CH3:17])[CH3:16].C(N(CC)C(C)C)(C)C, predict the reaction product. The product is: [CH:31]([C@:25]1([C:28]([N:9]2[CH2:8][CH2:7][C:6]3[C:11](=[CH:12][C:3]([C:2]([F:1])([F:13])[F:14])=[CH:4][CH:5]=3)[CH2:10]2)=[O:29])[CH2:26][CH2:27][C@@H:23]([NH:22][C:20](=[O:21])[O:19][C:15]([CH3:17])([CH3:16])[CH3:18])[CH2:24]1)([CH3:33])[CH3:32]. (3) Given the reactants [C:1]([O:25][CH:26]1[CH2:31][C:30]([CH3:33])([CH3:32])[N:29]([OH:34])[C:28]([CH3:36])([CH3:35])[CH2:27]1)(=[O:24])[CH2:2][CH2:3][CH2:4][CH2:5][CH2:6][CH2:7][CH2:8][CH2:9][C:10]([O:12][CH:13]1[CH2:18][C:17]([CH3:20])([CH3:19])[N:16]([OH:21])[C:15]([CH3:23])([CH3:22])[CH2:14]1)=[O:11].OO.C(=O)[CH2:40][CH2:41][CH2:42][CH2:43][CH2:44][CH2:45][CH2:46][CH3:47].[OH-].[Na+], predict the reaction product. The product is: [C:1]([O:25][CH:26]1[CH2:27][C:28]([CH3:36])([CH3:35])[N:29]([O:34][CH2:47][CH2:46][CH2:45][CH2:44][CH2:43][CH2:42][CH2:41][CH3:40])[C:30]([CH3:33])([CH3:32])[CH2:31]1)(=[O:24])[CH2:2][CH2:3][CH2:4][CH2:5][CH2:6][CH2:7][CH2:8][CH2:9][C:10]([O:12][CH:13]1[CH2:14][C:15]([CH3:22])([CH3:23])[N:16]([O:21][CH2:1][CH2:2][CH2:3][CH2:4][CH2:5][CH2:6][CH2:7][CH3:8])[C:17]([CH3:19])([CH3:20])[CH2:18]1)=[O:11]. (4) Given the reactants C(NC1C=C(OC)C=CC=1C1CCC2C(=CC=C(OC)C=2)C1)C.BrC1C=CC(C(Cl)=O)=CC=1.Br[C:35]1[CH:65]=[CH:64][C:38]([C:39]([N:41]([CH2:62][CH3:63])[C:42]2[CH:47]=[C:46]([O:48][CH3:49])[CH:45]=[CH:44][C:43]=2[CH:50]2[CH2:59][CH2:58][C:57]3[C:52](=[CH:53][CH:54]=[C:55]([O:60][CH3:61])[CH:56]=3)[CH2:51]2)=[O:40])=[CH:37][CH:36]=1.[NH2:66][CH2:67][CH2:68][N:69]1[CH2:74][CH2:73][CH2:72][CH2:71][CH2:70]1.CC(C)([O-])C.[Na+], predict the reaction product. The product is: [CH2:62]([N:41]([C:42]1[CH:47]=[C:46]([O:48][CH3:49])[CH:45]=[CH:44][C:43]=1[CH:50]1[CH2:59][CH2:58][C:57]2[C:52](=[CH:53][CH:54]=[C:55]([O:60][CH3:61])[CH:56]=2)[CH2:51]1)[C:39](=[O:40])[C:38]1[CH:64]=[CH:65][C:35]([NH:66][CH2:67][CH2:68][N:69]2[CH2:74][CH2:73][CH2:72][CH2:71][CH2:70]2)=[CH:36][CH:37]=1)[CH3:63]. (5) Given the reactants [NH3:1].C1COCC1.[CH3:7][N:8]1[CH:12]=[C:11]([S:13](Cl)(=[O:15])=[O:14])[C:10]([C:17]([F:20])([F:19])[F:18])=[N:9]1, predict the reaction product. The product is: [CH3:7][N:8]1[CH:12]=[C:11]([S:13]([NH2:1])(=[O:15])=[O:14])[C:10]([C:17]([F:20])([F:19])[F:18])=[N:9]1. (6) Given the reactants [NH2:1][C:2]1[C:3]([NH:12][C@@H:13]([CH3:20])[CH2:14][CH2:15][C:16]([O:18][CH3:19])=[O:17])=[N:4][C:5]([NH:8][CH:9]([CH3:11])[CH3:10])=[N:6][CH:7]=1.Cl.N[C@H](C)/C=C/C(OC)=O, predict the reaction product. The product is: [NH2:1][C:2]1[C:3]([NH:12][C@H:13]([CH3:20])[CH2:14][CH2:15][C:16]([O:18][CH3:19])=[O:17])=[N:4][C:5]([NH:8][CH:9]([CH3:10])[CH3:11])=[N:6][CH:7]=1. (7) Given the reactants [C:1]([C:4]1[CH:5]=[C:6]([C:10]2[N:11]=[CH:12][N:13]([C:15]([N:17]([CH:19]3[CH2:24][CH2:23][N:22]([C:25]4[CH:30]=[CH:29][CH:28]=[CH:27][C:26]=4[O:31]C)[CH2:21][CH2:20]3)[CH3:18])=[O:16])[CH:14]=2)[CH:7]=[CH:8][CH:9]=1)(=[O:3])[NH2:2].[Cl-].[Cl-].[Cl-].[Al+3].C(S)C, predict the reaction product. The product is: [C:1]([C:4]1[CH:5]=[C:6]([C:10]2[N:11]=[CH:12][N:13]([C:15]([N:17]([CH:19]3[CH2:20][CH2:21][N:22]([C:25]4[CH:30]=[CH:29][CH:28]=[CH:27][C:26]=4[OH:31])[CH2:23][CH2:24]3)[CH3:18])=[O:16])[CH:14]=2)[CH:7]=[CH:8][CH:9]=1)(=[O:3])[NH2:2]. (8) Given the reactants C[O:2][C:3]1[CH:4]=[C:5]([C:9]2[O:13][C:12]([NH:14][C:15]3[CH:20]=[CH:19][C:18]([N:21]4[CH2:26][CH2:25][N:24]([CH3:27])[CH2:23][CH2:22]4)=[CH:17][CH:16]=3)=[N:11][CH:10]=2)[CH:6]=[CH:7][CH:8]=1.C(OCC)C, predict the reaction product. The product is: [CH3:27][N:24]1[CH2:23][CH2:22][N:21]([C:18]2[CH:19]=[CH:20][C:15]([NH:14][C:12]3[O:13][C:9]([C:5]4[CH:4]=[C:3]([OH:2])[CH:8]=[CH:7][CH:6]=4)=[CH:10][N:11]=3)=[CH:16][CH:17]=2)[CH2:26][CH2:25]1. (9) Given the reactants [O:1]=[C:2]1[CH2:7][CH2:6][O:5][CH:4]([CH:8]2[CH2:13][CH2:12][N:11]([C:14]([O:16][C:17]([CH3:20])([CH3:19])[CH3:18])=[O:15])[CH2:10][CH2:9]2)[CH2:3]1.Br[C:22]1[C:31]([CH3:32])=[CH:30][CH:29]=[CH:28][C:23]=1[C:24](OC)=[O:25].C([O-])([O-])=O.[Cs+].[Cs+].CC1(C)C2C(=C(P(C3C=CC=CC=3)C3C=CC=CC=3)C=CC=2)OC2C(P(C3C=CC=CC=3)C3C=CC=CC=3)=CC=CC1=2, predict the reaction product. The product is: [CH3:32][C:31]1[C:22]2[C:7]3[CH2:6][O:5][CH:4]([CH:8]4[CH2:9][CH2:10][N:11]([C:14]([O:16][C:17]([CH3:20])([CH3:19])[CH3:18])=[O:15])[CH2:12][CH2:13]4)[CH2:3][C:2]=3[O:1][C:24](=[O:25])[C:23]=2[CH:28]=[CH:29][CH:30]=1.